This data is from NCI-60 drug combinations with 297,098 pairs across 59 cell lines. The task is: Regression. Given two drug SMILES strings and cell line genomic features, predict the synergy score measuring deviation from expected non-interaction effect. (1) Drug 1: C1CCC(C1)C(CC#N)N2C=C(C=N2)C3=C4C=CNC4=NC=N3. Drug 2: CC1CCC2CC(C(=CC=CC=CC(CC(C(=O)C(C(C(=CC(C(=O)CC(OC(=O)C3CCCCN3C(=O)C(=O)C1(O2)O)C(C)CC4CCC(C(C4)OC)OCCO)C)C)O)OC)C)C)C)OC. Cell line: KM12. Synergy scores: CSS=33.3, Synergy_ZIP=0.480, Synergy_Bliss=4.25, Synergy_Loewe=1.25, Synergy_HSA=4.96. (2) Drug 1: CC(C)(C#N)C1=CC(=CC(=C1)CN2C=NC=N2)C(C)(C)C#N. Drug 2: C1C(C(OC1N2C=NC(=NC2=O)N)CO)O. Cell line: MDA-MB-231. Synergy scores: CSS=5.66, Synergy_ZIP=-1.71, Synergy_Bliss=0.875, Synergy_Loewe=1.13, Synergy_HSA=1.18. (3) Synergy scores: CSS=43.0, Synergy_ZIP=6.67, Synergy_Bliss=5.93, Synergy_Loewe=-1.41, Synergy_HSA=9.33. Drug 1: CC1OCC2C(O1)C(C(C(O2)OC3C4COC(=O)C4C(C5=CC6=C(C=C35)OCO6)C7=CC(=C(C(=C7)OC)O)OC)O)O. Cell line: EKVX. Drug 2: C1=CC(=CC=C1CCCC(=O)O)N(CCCl)CCCl. (4) Synergy scores: CSS=29.7, Synergy_ZIP=-5.04, Synergy_Bliss=-2.84, Synergy_Loewe=-7.06, Synergy_HSA=-7.24. Cell line: NCI/ADR-RES. Drug 2: N.N.Cl[Pt+2]Cl. Drug 1: CC1C(C(CC(O1)OC2CC(CC3=C2C(=C4C(=C3O)C(=O)C5=C(C4=O)C(=CC=C5)OC)O)(C(=O)CO)O)N)O.Cl.